This data is from Reaction yield outcomes from USPTO patents with 853,638 reactions. The task is: Predict the reaction yield, written as a fraction of the theoretical maximum amount of product (1.0 means a 100% yield; for example, 0.34 means a 34% yield). (1) The reactants are [Cl:1][C:2]1[CH:7]=[C:6]([CH2:8]O)[CH:5]=[CH:4][N:3]=1.C(N(CC)C(C)C)(C)C.CS([Cl:23])(=O)=O. The catalyst is C1COCC1.ClCCl. The product is [Cl:1][C:2]1[CH:7]=[C:6]([CH2:8][Cl:23])[CH:5]=[CH:4][N:3]=1. The yield is 0.886. (2) The reactants are [NH2:1][C:2]1[S:3][C:4]([CH2:25][OH:26])=[C:5]([C:7]2[C:8]([CH:21]([OH:24])[CH2:22][CH3:23])=[N:9][N:10]([CH2:12][C:13]3[CH:18]=[CH:17][C:16]([O:19][CH3:20])=[CH:15][CH:14]=3)[CH:11]=2)[N:6]=1.Cl[C:28]1[N:33]=[CH:32][C:31]([F:34])=[CH:30][N:29]=1.CC1(C)C2C(=C(P(C3C=CC=CC=3)C3C=CC=CC=3)C=CC=2)OC2C(P(C3C=CC=CC=3)C3C=CC=CC=3)=CC=CC1=2.C([O-])([O-])=O.[Cs+].[Cs+]. The catalyst is O1CCOCC1.C1C=CC(/C=C/C(/C=C/C2C=CC=CC=2)=O)=CC=1.C1C=CC(/C=C/C(/C=C/C2C=CC=CC=2)=O)=CC=1.C1C=CC(/C=C/C(/C=C/C2C=CC=CC=2)=O)=CC=1.[Pd].[Pd]. The product is [CH3:20][O:19][C:16]1[CH:15]=[CH:14][C:13]([CH2:12][N:10]2[CH:11]=[C:7]([C:5]3[N:6]=[C:2]([NH:1][C:28]4[N:33]=[CH:32][C:31]([F:34])=[CH:30][N:29]=4)[S:3][C:4]=3[CH2:25][OH:26])[C:8]([CH:21]([OH:24])[CH2:22][CH3:23])=[N:9]2)=[CH:18][CH:17]=1. The yield is 0.270. (3) The reactants are CON(C)[C:4]([CH:6]1[CH2:12][CH:11]2[N:13]([C:14]([O:16]C(C)(C)C)=[O:15])[CH:8]([CH2:9][CH2:10]2)[CH2:7]1)=[O:5].[Br-].O.Cl. The catalyst is O1CCCC1. The product is [C:6]([C@@:11]12[N:13]([C:14]([OH:16])=[O:15])[C@@H:8]([CH2:9][CH2:10]1)[CH2:7][CH:6]([C:4](=[O:5])[CH2:11][CH2:10][CH:9]=[CH2:8])[CH2:12]2)([CH3:12])([CH3:7])[CH3:4]. The yield is 0.870. (4) The reactants are [CH3:1][C:2]1[CH:3]=[C:4]([CH:8]=[CH:9][C:10]=1[C:11]([N:13]1[CH2:17][CH:16]=[CH:15][CH2:14]1)=[O:12])[C:5]([OH:7])=O.CN(C(ON1N=NC2C=CC=CC1=2)=[N+](C)C)C.[B-](F)(F)(F)F.C(N(C(C)C)CC)(C)C.[Cl:49][C:50]1[CH:62]=[CH:61][C:53]2[NH:54][C:55]([C@@H:57]([NH2:60])[CH2:58][OH:59])=[N:56][C:52]=2[CH:51]=1.ClCl. The catalyst is O1CCCC1.ClCCl.CO. The product is [CH3:1][C:2]1[CH:3]=[C:4]([CH:8]=[CH:9][C:10]=1[C:11]([N:13]1[CH2:17][CH:16]=[CH:15][CH2:14]1)=[O:12])[C:5]([NH:60][C@H:57]([C:55]1[NH:54][C:53]2[CH:61]=[CH:62][C:50]([Cl:49])=[CH:51][C:52]=2[N:56]=1)[CH2:58][OH:59])=[O:7]. The yield is 1.00. (5) The reactants are [CH3:1][CH:2]([CH3:18])[C:3]([NH:5][C:6]1[CH:11]=[CH:10][CH:9]=[C:8]([CH:12]2[CH2:17][CH2:16][NH:15][CH2:14][CH2:13]2)[CH:7]=1)=[O:4].[CH3:19][O:20][C:21]1[CH:22]=[C:23]([CH:26]=[CH:27][CH:28]=1)[CH2:24]Cl.C(N(C(C)C)CC)(C)C.N. The catalyst is [I-].C([N+](CCCC)(CCCC)CCCC)CCC.C(Cl)(Cl)Cl.O1CCOCC1. The product is [CH3:19][O:20][C:21]1[CH:22]=[C:23]([CH:26]=[CH:27][CH:28]=1)[CH2:24][N:15]1[CH2:16][CH2:17][CH:12]([C:8]2[CH:7]=[C:6]([NH:5][C:3](=[O:4])[CH:2]([CH3:18])[CH3:1])[CH:11]=[CH:10][CH:9]=2)[CH2:13][CH2:14]1. The yield is 0.279. (6) The reactants are [Cl:1][C:2]1[CH:7]=[CH:6][C:5]([C:8](=[O:24])[CH2:9][N:10]2[CH:14]=[C:13]([C:15](=[O:19])[N:16]([CH3:18])[CH3:17])[CH:12]=[C:11]2[C:20]([O:22]C)=[O:21])=[CH:4][CH:3]=1.O.[OH-].[Li+].[OH-].[Na+]. The catalyst is C1COCC1.O. The product is [Cl:1][C:2]1[CH:7]=[CH:6][C:5]([C:8](=[O:24])[CH2:9][N:10]2[CH:14]=[C:13]([C:15](=[O:19])[N:16]([CH3:18])[CH3:17])[CH:12]=[C:11]2[C:20]([OH:22])=[O:21])=[CH:4][CH:3]=1. The yield is 1.00. (7) The reactants are [NH2:1][C:2]1[C:3]([C:9]([OH:11])=O)=[N:4][C:5]([Br:8])=[CH:6][N:7]=1.[S:12]1[CH:16]=[CH:15][CH:14]=[C:13]1[C:17]([NH:19][NH2:20])=O.BrP(Br)(C1C=CC=CC=1)(C1C=CC=CC=1)C1C=CC=CC=1.CCN(C(C)C)C(C)C. The catalyst is C(#N)C. The product is [Br:8][C:5]1[N:4]=[C:3]([C:9]2[O:11][C:17]([C:13]3[S:12][CH:16]=[CH:15][CH:14]=3)=[N:19][N:20]=2)[C:2]([NH2:1])=[N:7][CH:6]=1. The yield is 0.570. (8) The reactants are CCN(C(C)C)C(C)C.[F:10][C:11]1[CH:16]=[CH:15][C:14]([C:17]2[O:18][C:19]3[CH:29]=[CH:28][C:27]([C:30]4[CH:31]=[C:32]([CH:42]=[CH:43][CH:44]=4)[C:33]([NH:35][C:36]([CH3:41])([CH3:40])[C:37]([OH:39])=O)=[O:34])=[CH:26][C:20]=3[C:21]=2[C:22](=[O:25])[NH:23][CH3:24])=[CH:13][CH:12]=1.[N:45]1[CH:50]=[CH:49][N:48]=[C:47]([NH2:51])[N:46]=1.[H-].[Na+]. The catalyst is CN(C=O)C.CO. The product is [N:45]1[CH:50]=[CH:49][N:48]=[C:47]([NH:51][C:37](=[O:39])[C:36]([NH:35][C:33]([C:32]2[CH:31]=[C:30]([C:27]3[CH:28]=[CH:29][C:19]4[O:18][C:17]([C:14]5[CH:13]=[CH:12][C:11]([F:10])=[CH:16][CH:15]=5)=[C:21]([C:22]([NH:23][CH3:24])=[O:25])[C:20]=4[CH:26]=3)[CH:44]=[CH:43][CH:42]=2)=[O:34])([CH3:41])[CH3:40])[N:46]=1. The yield is 0.250. (9) The reactants are CS(O[CH:6]([C:8]1[CH:13]=[C:12]([N:14]([CH2:23][O:24][CH2:25][CH2:26][Si:27]([CH3:30])([CH3:29])[CH3:28])[CH2:15][O:16][CH2:17][CH2:18][Si:19]([CH3:22])([CH3:21])[CH3:20])[N:11]2[N:31]=[CH:32][C:33]([C:34]3[CH:35]=[N:36][C:37]4[C:42]([CH:43]=3)=[CH:41][C:40]([F:44])=[CH:39][CH:38]=4)=[C:10]2[N:9]=1)[CH3:7])(=O)=O.C(N(CC)C(C)C)(C)C.[N-:54]=[N+:55]=[N-:56].[Na+]. The catalyst is CS(C)=O. The product is [N:54]([CH:6]([C:8]1[CH:13]=[C:12]([N:14]([CH2:23][O:24][CH2:25][CH2:26][Si:27]([CH3:29])([CH3:28])[CH3:30])[CH2:15][O:16][CH2:17][CH2:18][Si:19]([CH3:20])([CH3:21])[CH3:22])[N:11]2[N:31]=[CH:32][C:33]([C:34]3[CH:35]=[N:36][C:37]4[C:42]([CH:43]=3)=[CH:41][C:40]([F:44])=[CH:39][CH:38]=4)=[C:10]2[N:9]=1)[CH3:7])=[N+:55]=[N-:56]. The yield is 0.990.